The task is: Predict the product of the given reaction.. This data is from Forward reaction prediction with 1.9M reactions from USPTO patents (1976-2016). (1) The product is: [Cl:12][C:4]1[N:3]=[C:2]([O:18][CH3:16])[C:7]([N+:8]([O-:10])=[O:9])=[C:6]([NH2:11])[CH:5]=1. Given the reactants Cl[C:2]1[C:7]([N+:8]([O-:10])=[O:9])=[C:6]([NH2:11])[CH:5]=[C:4]([Cl:12])[N:3]=1.C[O-].[Na+].[C:16](O)(=[O:18])C, predict the reaction product. (2) Given the reactants C([O:3][C:4](=O)[CH:5]([F:13])[C:6]([C:8]1[O:9][CH:10]=[CH:11][CH:12]=1)=O)C.C(=O)(O)O.[NH2:19][C:20]([NH2:22])=[NH:21].Cl, predict the reaction product. The product is: [NH2:21][C:20]1[NH:22][C:4](=[O:3])[C:5]([F:13])=[C:6]([C:8]2[O:9][CH:10]=[CH:11][CH:12]=2)[N:19]=1. (3) The product is: [CH3:16][O:11][C:10](=[O:12])[C:9]1[CH:13]=[CH:14][CH:15]=[C:7]([C:5]2[N:6]=[C:2]([CH3:1])[O:3][CH:4]=2)[CH:8]=1. Given the reactants [CH3:1][C:2]1[O:3][CH:4]=[C:5]([C:7]2[CH:8]=[C:9]([CH:13]=[CH:14][CH:15]=2)[C:10]([OH:12])=[O:11])[N:6]=1.[CH3:16]COCC, predict the reaction product.